Dataset: Catalyst prediction with 721,799 reactions and 888 catalyst types from USPTO. Task: Predict which catalyst facilitates the given reaction. (1) Reactant: [CH3:1][O:2][C:3]1[CH:7]=[C:6]([C:8]2[CH:13]=[CH:12][C:11]([OH:14])=[CH:10][CH:9]=2)[N:5]([C:15]2[CH:20]=[CH:19][C:18]([O:21][CH3:22])=[CH:17][CH:16]=2)[N:4]=1.[F:23][C:24]([F:37])([F:36])[S:25](O[S:25]([C:24]([F:37])([F:36])[F:23])(=[O:27])=[O:26])(=[O:27])=[O:26].C(N(C(C)C)CC)(C)C. Product: [F:23][C:24]([F:37])([F:36])[S:25]([O:14][C:11]1[CH:10]=[CH:9][C:8]([C:6]2[N:5]([C:15]3[CH:20]=[CH:19][C:18]([O:21][CH3:22])=[CH:17][CH:16]=3)[N:4]=[C:3]([O:2][CH3:1])[CH:7]=2)=[CH:13][CH:12]=1)(=[O:27])=[O:26]. The catalyst class is: 2. (2) Reactant: COC1C=CC(C([O:22][CH2:23][CH:24]([OH:29])[CH2:25][N:26]([CH3:28])[CH3:27])(C2C=CC=CC=2)C2C=CC(OC)=CC=2)=CC=1.C(N(CC)C(C)C)(C)C.[C:41]([Si:45]([CH3:48])([CH3:47])Cl)([CH3:44])([CH3:43])[CH3:42]. Product: [Si:45]([O:22][CH2:23][CH:24]([OH:29])[CH2:25][N:26]([CH3:27])[CH3:28])([C:41]([CH3:44])([CH3:43])[CH3:42])([CH3:48])[CH3:47]. The catalyst class is: 9. (3) Reactant: [CH2:1]([O:8][CH:9]1[CH2:14][CH2:13][C:12](=[O:15])[CH:11]([F:16])[CH2:10]1)[C:2]1[CH:7]=[CH:6][CH:5]=[CH:4][CH:3]=1.[BH4-].[Na+].[Cl-].[NH4+]. Product: [CH2:1]([O:8][CH:9]1[CH2:14][CH2:13][CH:12]([OH:15])[CH:11]([F:16])[CH2:10]1)[C:2]1[CH:3]=[CH:4][CH:5]=[CH:6][CH:7]=1. The catalyst class is: 430. (4) Reactant: CN(C(ON1N=NC2C=CC=NC1=2)=[N+](C)C)C.F[P-](F)(F)(F)(F)F.C(N(CC)C(C)C)(C)C.[CH:34]1[C:46]2[CH:45]([CH2:47][O:48][C:49]([NH:51][C@H:52]([C:58](O)=[O:59])[CH2:53][CH2:54][C:55](=[O:57])[NH2:56])=[O:50])[C:44]3[C:39](=[CH:40][CH:41]=[CH:42][CH:43]=3)[C:38]=2[CH:37]=[CH:36][CH:35]=1.[C:61]([O:65][C:66](=[O:82])[NH:67][CH2:68][CH2:69][CH2:70][C@H:71]([NH:74][C:75]([O:77][C:78]([CH3:81])([CH3:80])[CH3:79])=[O:76])[CH2:72][NH2:73])([CH3:64])([CH3:63])[CH3:62]. Product: [CH:43]1[C:44]2[CH:45]([CH2:47][O:48][C:49](=[O:50])[NH:51][C@H:52]([C:58]([NH:73][CH2:72][C@@H:71]([NH:74][C:75]([O:77][C:78]([CH3:81])([CH3:80])[CH3:79])=[O:76])[CH2:70][CH2:69][CH2:68][NH:67][C:66]([O:65][C:61]([CH3:63])([CH3:64])[CH3:62])=[O:82])=[O:59])[CH2:53][CH2:54][C:55]([NH2:56])=[O:57])[C:46]3[C:38](=[CH:37][CH:36]=[CH:35][CH:34]=3)[C:39]=2[CH:40]=[CH:41][CH:42]=1. The catalyst class is: 3. (5) Reactant: C[O:2][C:3]([C:5]1[N:6](S(C2C=CC(C)=CC=2)(=O)=O)[CH:7]=[C:8]([C:10]2[C:15]([Cl:16])=[CH:14][N:13]=[C:12]([NH:17][CH:18]([CH3:20])[CH3:19])[CH:11]=2)[CH:9]=1)=[O:4].[OH-].[Li+].Cl. Product: [Cl:16][C:15]1[C:10]([C:8]2[CH:9]=[C:5]([C:3]([OH:4])=[O:2])[NH:6][CH:7]=2)=[CH:11][C:12]([NH:17][CH:18]([CH3:20])[CH3:19])=[N:13][CH:14]=1. The catalyst class is: 20. (6) Reactant: [CH:1]1([CH2:7][C:8](O)=[O:9])[CH2:6][CH2:5][CH2:4][CH2:3][CH2:2]1.CN(C(ON1N=NC2C=CC=NC1=2)=[N+](C)C)C.F[P-](F)(F)(F)(F)F.C(N(C(C)C)C(C)C)C.[O:44]1[CH2:49][CH2:48][O:47][CH2:46][CH:45]1[C:50]1[C:58]2[S:57][C:56]([NH2:59])=[N:55][C:54]=2[C:53]([O:60][CH3:61])=[CH:52][CH:51]=1. Product: [CH:1]1([CH2:7][C:8]([NH:59][C:56]2[S:57][C:58]3[C:50]([CH:45]4[CH2:46][O:47][CH2:48][CH2:49][O:44]4)=[CH:51][CH:52]=[C:53]([O:60][CH3:61])[C:54]=3[N:55]=2)=[O:9])[CH2:6][CH2:5][CH2:4][CH2:3][CH2:2]1. The catalyst class is: 396.